Task: Predict the reactants needed to synthesize the given product.. Dataset: Full USPTO retrosynthesis dataset with 1.9M reactions from patents (1976-2016) (1) Given the product [CH3:15][CH:16]1[CH2:21][CH2:20][N:19]([C:22]([O:12][C:11]2[C:6]3[C:7](=[N:8][C:3]([C:2]([F:13])([F:1])[F:14])=[CH:4][CH:5]=3)[N:9]([C:22]([N:19]3[CH2:20][CH2:21][CH:16]([CH3:15])[CH2:17][CH2:18]3)=[O:23])[N:10]=2)=[O:23])[CH2:18][CH2:17]1, predict the reactants needed to synthesize it. The reactants are: [F:1][C:2]([F:14])([F:13])[C:3]1[N:8]=[C:7]2[NH:9][N:10]=[C:11]([OH:12])[C:6]2=[CH:5][CH:4]=1.[CH3:15][CH:16]1[CH2:21][CH2:20][N:19]([C:22](Cl)=[O:23])[CH2:18][CH2:17]1. (2) Given the product [CH3:1][O:2][C:3]1[N:4]=[CH:5][C:6]2[CH:7]([OH:13])[CH2:8][CH2:9][CH2:10][C:11]=2[CH:12]=1, predict the reactants needed to synthesize it. The reactants are: [CH3:1][O:2][C:3]1[N:4]=[CH:5][C:6]2[C:7](=[O:13])[CH2:8][CH2:9][CH2:10][C:11]=2[CH:12]=1.[BH4-].[Na+]. (3) Given the product [CH3:21][CH:20]([CH2:19][CH2:18][CH:17]=[C:15]([CH3:16])[CH3:14])[CH2:22][CH2:23][O:6][C:5](=[O:7])[CH2:4][CH2:3][C:2](=[O:1])[CH2:8][CH2:9][CH2:10][CH2:11][CH2:12][CH3:13], predict the reactants needed to synthesize it. The reactants are: [O:1]=[C:2]([CH2:8][CH2:9][CH2:10][CH2:11][CH2:12][CH3:13])[CH2:3][CH2:4][C:5]([OH:7])=[O:6].[CH3:14][C:15](=[CH:17][CH2:18][CH2:19][CH:20]([CH2:22][CH2:23]O)[CH3:21])[CH3:16]. (4) Given the product [Br:7][C:8]1[C:13]2[CH:14]=[C:15]([CH2:17][OH:18])[S:16][C:12]=2[CH:11]=[CH:10][CH:9]=1, predict the reactants needed to synthesize it. The reactants are: B.C1COCC1.[Br:7][C:8]1[C:13]2[CH:14]=[C:15]([C:17](O)=[O:18])[S:16][C:12]=2[CH:11]=[CH:10][CH:9]=1.Cl.B. (5) The reactants are: [CH2:1]([S:3]([N:6]1[CH2:11][CH2:10][CH:9]([C:12]2[C:20]3[C:15](=[C:16]([C:28]#[N:29])[CH:17]=[C:18]([C:21]4[CH:26]=[CH:25][C:24]([F:27])=[CH:23][CH:22]=4)[CH:19]=3)[NH:14][N:13]=2)[CH2:8][CH2:7]1)(=[O:5])=[O:4])[CH3:2].[OH-:30].[K+]. Given the product [CH2:1]([S:3]([N:6]1[CH2:11][CH2:10][CH:9]([C:12]2[C:20]3[C:15](=[C:16]([C:28]([NH2:29])=[O:30])[CH:17]=[C:18]([C:21]4[CH:22]=[CH:23][C:24]([F:27])=[CH:25][CH:26]=4)[CH:19]=3)[NH:14][N:13]=2)[CH2:8][CH2:7]1)(=[O:5])=[O:4])[CH3:2], predict the reactants needed to synthesize it. (6) Given the product [Cl:1][C:2]1[CH:7]=[C:6]([C:8]([F:11])([F:9])[F:10])[CH:5]=[CH:4][C:3]=1[N:12]1[CH2:17][CH2:16][O:15][C:14]2[CH:18]=[C:19]([S:22]([O:74][C:65]3[C:64]([F:63])=[C:69]([F:70])[C:68]([F:71])=[C:67]([F:72])[C:66]=3[F:73])(=[O:23])=[O:24])[CH:20]=[CH:21][C:13]1=2, predict the reactants needed to synthesize it. The reactants are: [Cl:1][C:2]1[CH:7]=[C:6]([C:8]([F:11])([F:10])[F:9])[CH:5]=[CH:4][C:3]=1[N:12]1[CH2:17][CH2:16][O:15][C:14]2[CH:18]=[C:19]([S:22](Cl)(=[O:24])=[O:23])[CH:20]=[CH:21][C:13]1=2.BrC1C=C(C(F)(F)F)C=CC=1N1CCOC2C=C(S(Cl)(=O)=O)C=CC1=2.ClC1C=C(C(F)(F)F)C=CC=1F.[F:63][C:64]1[C:69]([F:70])=[C:68]([F:71])[C:67]([F:72])=[C:66]([F:73])[C:65]=1[OH:74].C(N(CC)CC)C. (7) Given the product [Cl:24][C:12]1[CH:13]=[C:14]2[C:9](=[C:10]([O:25][CH3:26])[CH:11]=1)[N:8]=[C:7]([CH:27]([CH3:28])[CH3:29])[C:6]([C:4]([OH:5])=[O:3])=[C:15]2[CH2:16][C:17]1[CH:22]=[CH:21][CH:20]=[CH:19][C:18]=1[Cl:23], predict the reactants needed to synthesize it. The reactants are: C([O:3][C:4]([C:6]1[C:7]([CH:27]([CH3:29])[CH3:28])=[N:8][C:9]2[C:14]([C:15]=1[CH2:16][C:17]1[CH:22]=[CH:21][CH:20]=[CH:19][C:18]=1[Cl:23])=[CH:13][C:12]([Cl:24])=[CH:11][C:10]=2[O:25][CH3:26])=[O:5])C.[OH-].[Na+].